Predict the reactants needed to synthesize the given product. From a dataset of Retrosynthesis with 50K atom-mapped reactions and 10 reaction types from USPTO. (1) Given the product Cc1ccc(C(=O)Nc2ccc(NCCc3ccccn3)cc2)c(N2CCCCC2)n1, predict the reactants needed to synthesize it. The reactants are: Cc1ccc(C(=O)Nc2ccc(N(CCc3ccccn3)C(=O)OC(C)(C)C)cc2)c(N2CCCCC2)n1. (2) Given the product C[C@H]1COCCN1c1nc(-c2ccc(NC(N)=O)cc2)nc2c1CN(C)C2, predict the reactants needed to synthesize it. The reactants are: CC1(C)OB(c2ccc(NC(N)=O)cc2)OC1(C)C.C[C@H]1COCCN1c1nc(Cl)nc2c1CN(C)C2. (3) Given the product O=C(c1ccc(-c2cnc3c(c2)N(Cc2c(F)ccc(F)c2Cl)CCN3)cc1)N1CCC(N2CCCC2)CC1, predict the reactants needed to synthesize it. The reactants are: CC1(C)OB(c2ccc(C(=O)N3CCC(N4CCCC4)CC3)cc2)OC1(C)C.Fc1ccc(F)c(CN2CCNc3ncc(I)cc32)c1Cl. (4) Given the product C=C1CC(CNC(=O)c2ccc(Cl)cc2Cl)(CC2CC2)C1, predict the reactants needed to synthesize it. The reactants are: C=C1CC(CN)(CC2CC2)C1.O=C(Cl)c1ccc(Cl)cc1Cl. (5) Given the product C[SiH](C)OC([C@@H]1[C@H](OC2CCCCO2)C[C@H](OC2CCCCO2)[C@@H]1C/C=C\CCCC(=O)O)C(C)(C)C, predict the reactants needed to synthesize it. The reactants are: COC(=O)CCC/C=C\C[C@H]1[C@@H](OC2CCCCO2)C[C@@H](OC2CCCCO2)[C@H]1C(O[SiH](C)C)C(C)(C)C. (6) Given the product CCNC(=O)Nc1nc2cc(-c3cccnc3)cc(C(=O)NNC(C)=O)n2n1, predict the reactants needed to synthesize it. The reactants are: CC(=O)OC(C)=O.CCNC(=O)Nc1nc2cc(-c3cccnc3)cc(C(=O)NN)n2n1. (7) Given the product CC(C)(C)OC(=O)Nc1ccc(C(F)(F)F)cc1NC(=O)CC(=O)c1cccc(-c2cccnc2C2CC2)c1, predict the reactants needed to synthesize it. The reactants are: CC(C)(C)OC(=O)CC(=O)c1cccc(-c2cccnc2C2CC2)c1.CC(C)(C)OC(=O)Nc1ccc(C(F)(F)F)cc1N.